From a dataset of Peptide-MHC class I binding affinity with 185,985 pairs from IEDB/IMGT. Regression. Given a peptide amino acid sequence and an MHC pseudo amino acid sequence, predict their binding affinity value. This is MHC class I binding data. (1) The peptide sequence is RSLFNTVATLY. The MHC is HLA-B15:03 with pseudo-sequence HLA-B15:03. The binding affinity (normalized) is 0.514. (2) The peptide sequence is DVYTQLCDHR. The MHC is HLA-A33:01 with pseudo-sequence HLA-A33:01. The binding affinity (normalized) is 0.571. (3) The binding affinity (normalized) is 0.969. The MHC is HLA-A32:01 with pseudo-sequence HLA-A32:01. The peptide sequence is KTLSPAHLI.